Dataset: Full USPTO retrosynthesis dataset with 1.9M reactions from patents (1976-2016). Task: Predict the reactants needed to synthesize the given product. (1) Given the product [O:8]1[CH:3]([CH2:2][N:16]2[CH2:17][CH2:18][CH2:19][N:13]([C:20]3[N:27]=[CH:26][CH:25]=[CH:24][C:21]=3[C:22]#[N:23])[CH2:14][CH2:15]2)[CH2:4][O:5][C:6]2[CH:12]=[CH:11][CH:10]=[CH:9][C:7]1=2, predict the reactants needed to synthesize it. The reactants are: Br[CH2:2][CH:3]1[O:8][C:7]2[CH:9]=[CH:10][CH:11]=[CH:12][C:6]=2[O:5][CH2:4]1.[N:13]1([C:20]2[N:27]=[CH:26][CH:25]=[CH:24][C:21]=2[C:22]#[N:23])[CH2:19][CH2:18][CH2:17][NH:16][CH2:15][CH2:14]1.CCN(C(C)C)C(C)C.O. (2) Given the product [Cl:18][C:14]1[CH:15]=[C:16]2[C:11](=[CH:12][CH:13]=1)[N:10]([CH3:19])[C:9]1[C:8]([O:20][CH3:21])=[CH:7][CH:6]=[C:5]([C:3]([OH:4])=[O:2])[C:17]2=1, predict the reactants needed to synthesize it. The reactants are: C[O:2][C:3]([C:5]1[C:17]2[C:16]3[C:11](=[CH:12][CH:13]=[C:14]([Cl:18])[CH:15]=3)[N:10]([CH3:19])[C:9]=2[C:8]([O:20][CH3:21])=[CH:7][CH:6]=1)=[O:4]. (3) Given the product [CH:20](/[C:2]1[CH:7]=[C:6]([C:8]2[NH:17][C:11]3[N:12]=[CH:13][NH:14][C:15](=[O:16])[C:10]=3[CH:9]=2)[CH:5]=[CH:4][N:3]=1)=[CH:19]\[C:18]1[CH:2]=[CH:7][CH:6]=[CH:5][CH:4]=1, predict the reactants needed to synthesize it. The reactants are: Cl[C:2]1[CH:7]=[C:6]([C:8]2[NH:17][C:11]3[N:12]=[CH:13][NH:14][C:15](=[O:16])[C:10]=3[CH:9]=2)[CH:5]=[CH:4][N:3]=1.[CH2:18](O)[CH2:19][CH3:20]. (4) Given the product [Si:19]([O:9][CH2:8][C:7]1[C:2]([NH2:1])=[N:3][CH:4]=[CH:5][CH:6]=1)([C:15]([CH3:18])([CH3:17])[CH3:16])([C:26]1[CH:27]=[CH:28][CH:29]=[CH:30][CH:31]=1)[C:20]1[CH:25]=[CH:24][CH:23]=[CH:22][CH:21]=1, predict the reactants needed to synthesize it. The reactants are: [NH2:1][C:2]1[C:7]([CH2:8][OH:9])=[CH:6][CH:5]=[CH:4][N:3]=1.N1C=CN=C1.[C:15]([Si:19](Cl)([C:26]1[CH:31]=[CH:30][CH:29]=[CH:28][CH:27]=1)[C:20]1[CH:25]=[CH:24][CH:23]=[CH:22][CH:21]=1)([CH3:18])([CH3:17])[CH3:16]. (5) Given the product [F:16][C:12]1[CH:11]=[C:10]([C:8]2[NH:29][C:27](=[O:28])[C:26]([C:24]#[N:25])=[CH:6][C:7]=2[C:17]2[CH:22]=[CH:21][N:20]=[CH:19][N:18]=2)[CH:15]=[CH:14][CH:13]=1, predict the reactants needed to synthesize it. The reactants are: C[O-].[Na+].CN(C)/[CH:6]=[C:7](\[C:17]1[CH:22]=[CH:21][N:20]=[CH:19][N:18]=1)/[C:8]([C:10]1[CH:15]=[CH:14][CH:13]=[C:12]([F:16])[CH:11]=1)=O.[C:24]([CH2:26][C:27]([NH2:29])=[O:28])#[N:25]. (6) Given the product [Br:1][C:2]1[CH:3]=[C:4]2[C:9](=[CH:10][CH:11]=1)[N:8]=[C:7]([Cl:22])[CH:6]=[C:5]2[C:13]1[CH:18]=[CH:17][CH:16]=[C:15]([Cl:19])[CH:14]=1, predict the reactants needed to synthesize it. The reactants are: [Br:1][C:2]1[CH:3]=[C:4]2[C:9](=[CH:10][CH:11]=1)[NH:8][C:7](=O)[CH:6]=[C:5]2[C:13]1[CH:18]=[CH:17][CH:16]=[C:15]([Cl:19])[CH:14]=1.P(Cl)(Cl)([Cl:22])=O. (7) Given the product [CH3:1][S:2]([C:5]1[CH:6]=[CH:7][C:8]2[N:12]=[C:11]([C:13]3[CH:18]=[CH:17][C:16]([C:24]4[S:25][CH:26]=[CH:27][C:28]=4[CH3:29])=[CH:15][CH:14]=3)[NH:10][C:9]=2[CH:22]=1)(=[O:4])=[O:3], predict the reactants needed to synthesize it. The reactants are: [CH3:1][S:2]([C:5]1[CH:6]=[CH:7][C:8]2[N:12]=[C:11]([C:13]3[CH:18]=[CH:17][C:16](B(O)O)=[CH:15][CH:14]=3)[NH:10][C:9]=2[CH:22]=1)(=[O:4])=[O:3].Br[C:24]1[S:25][CH:26]=[CH:27][C:28]=1[CH3:29].